From a dataset of Forward reaction prediction with 1.9M reactions from USPTO patents (1976-2016). Predict the product of the given reaction. (1) Given the reactants Br[C:2]1[CH:3]=[N:4][C:5]2[N:6]([CH:8]=[C:9]([CH2:11][O:12][C:13]3[CH:18]=[C:17]([F:19])[CH:16]=[CH:15][N:14]=3)[N:10]=2)[CH:7]=1.[F:20][C:21]1[C:22]([O:30][CH3:31])=[C:23](B(O)O)[CH:24]=[CH:25][CH:26]=1, predict the reaction product. The product is: [F:20][C:21]1[C:22]([O:30][CH3:31])=[C:23]([C:2]2[CH:3]=[N:4][C:5]3[N:6]([CH:8]=[C:9]([CH2:11][O:12][C:13]4[CH:18]=[C:17]([F:19])[CH:16]=[CH:15][N:14]=4)[N:10]=3)[CH:7]=2)[CH:24]=[CH:25][CH:26]=1. (2) Given the reactants Cl[C:2]1[C:19]([N+:20]([O-:22])=[O:21])=[CH:18][C:17]([N+:23]([O-:25])=[O:24])=[CH:16][C:3]=1[C:4]([NH:6][CH2:7][CH2:8][O:9][CH:10]1[CH2:15][CH2:14][CH2:13][CH2:12][O:11]1)=[O:5].[Li+].[Br-:27].[N:28]1([CH2:31][CH2:32][OH:33])[CH2:30][CH2:29]1.O, predict the reaction product. The product is: [Br:27][CH2:30][CH2:29][N:28]([CH2:31][CH2:32][OH:33])[C:2]1[C:19]([N+:20]([O-:22])=[O:21])=[CH:18][C:17]([N+:23]([O-:25])=[O:24])=[CH:16][C:3]=1[C:4]([NH:6][CH2:7][CH2:8][O:9][CH:10]1[CH2:15][CH2:14][CH2:13][CH2:12][O:11]1)=[O:5]. (3) Given the reactants Br[CH2:2][C:3]([C:5]1[C:6]([Br:19])=[N:7][N:8]([CH2:10][C:11]2[CH:16]=[CH:15][C:14]([O:17][CH3:18])=[CH:13][CH:12]=2)[CH:9]=1)=O.[N:20]1[CH:25]=[CH:24][CH:23]=[N:22][C:21]=1[NH:26][C:27]([NH2:29])=[S:28], predict the reaction product. The product is: [Br:19][C:6]1[C:5]([C:3]2[N:29]=[C:27]([NH:26][C:21]3[N:22]=[CH:23][CH:24]=[CH:25][N:20]=3)[S:28][CH:2]=2)=[CH:9][N:8]([CH2:10][C:11]2[CH:16]=[CH:15][C:14]([O:17][CH3:18])=[CH:13][CH:12]=2)[N:7]=1. (4) Given the reactants [H-].[H-].[H-].[H-].[Li+].[Al+3].[CH:7]1([O:14][C:15]2[N:20]=[C:19]([C@H:21]([OH:25])[CH2:22][C:23]#[N:24])[CH:18]=[CH:17][CH:16]=2)[CH2:13][CH2:12][CH2:11][CH2:10][CH2:9][CH2:8]1.N.CO.C(Cl)Cl, predict the reaction product. The product is: [NH2:24][CH2:23][CH2:22][C@H:21]([C:19]1[CH:18]=[CH:17][CH:16]=[C:15]([O:14][CH:7]2[CH2:13][CH2:12][CH2:11][CH2:10][CH2:9][CH2:8]2)[N:20]=1)[OH:25].